The task is: Predict the product of the given reaction.. This data is from Forward reaction prediction with 1.9M reactions from USPTO patents (1976-2016). Given the reactants [F:1][C:2]1[CH:11]=[C:10]2[C:5]([CH:6]=[CH:7][N:8]([C:13]3[CH:18]=[CH:17][C:16]([N+:19]([O-:21])=[O:20])=[CH:15][CH:14]=3)[C:9]2=[O:12])=[CH:4][C:3]=1[O:22]C.B(Br)(Br)Br, predict the reaction product. The product is: [F:1][C:2]1[CH:11]=[C:10]2[C:5]([CH:6]=[CH:7][N:8]([C:13]3[CH:14]=[CH:15][C:16]([N+:19]([O-:21])=[O:20])=[CH:17][CH:18]=3)[C:9]2=[O:12])=[CH:4][C:3]=1[OH:22].